This data is from Blood-brain barrier permeability classification from the B3DB database. The task is: Regression/Classification. Given a drug SMILES string, predict its absorption, distribution, metabolism, or excretion properties. Task type varies by dataset: regression for continuous measurements (e.g., permeability, clearance, half-life) or binary classification for categorical outcomes (e.g., BBB penetration, CYP inhibition). Dataset: b3db_classification. The molecule is S=C1NCCC(COc2ccccc2)O1. The result is 1 (penetrates BBB).